This data is from Peptide-MHC class I binding affinity with 185,985 pairs from IEDB/IMGT. The task is: Regression. Given a peptide amino acid sequence and an MHC pseudo amino acid sequence, predict their binding affinity value. This is MHC class I binding data. (1) The peptide sequence is TSFYHAVML. The MHC is H-2-Kb with pseudo-sequence H-2-Kb. The binding affinity (normalized) is 0.818. (2) The peptide sequence is SYQYLIIQNR. The MHC is HLA-A33:01 with pseudo-sequence HLA-A33:01. The binding affinity (normalized) is 0.631.